This data is from Catalyst prediction with 721,799 reactions and 888 catalyst types from USPTO. The task is: Predict which catalyst facilitates the given reaction. (1) Reactant: [CH:1]1([N:7]2[CH2:11][CH:10]([CH2:12][OH:13])[CH:9]([CH2:14][C:15]3[C:20]([Cl:21])=[CH:19][CH:18]=[CH:17][C:16]=3[Cl:22])[C:8]2=[O:23])[CH2:6][CH2:5][CH2:4][CH2:3][CH2:2]1.[C:24]1(O)[CH:29]=[CH:28][CH:27]=[CH:26][CH:25]=1.C1(P(C2C=CC=CC=2)C2C=CC=CC=2)C=CC=CC=1.N(C(OCC)=O)=NC(OCC)=O. Product: [CH:1]1([N:7]2[CH2:11][CH:10]([CH2:12][O:13][C:24]3[CH:29]=[CH:28][CH:27]=[CH:26][CH:25]=3)[CH:9]([CH2:14][C:15]3[C:20]([Cl:21])=[CH:19][CH:18]=[CH:17][C:16]=3[Cl:22])[C:8]2=[O:23])[CH2:2][CH2:3][CH2:4][CH2:5][CH2:6]1. The catalyst class is: 7. (2) Reactant: [H-].[Na+].[C:3]([O:7][C:8]([N:10]1[CH2:15][CH2:14][N:13]([C:16]2[CH:17]=[C:18]3[C:22](=[CH:23][CH:24]=2)[NH:21][CH:20]=[CH:19]3)[CH2:12][CH2:11]1)=[O:9])([CH3:6])([CH3:5])[CH3:4].[C:25]1([S:31][S:31][C:25]2[CH:30]=[CH:29][CH:28]=[CH:27][CH:26]=2)[CH:30]=[CH:29][CH:28]=[CH:27][CH:26]=1.O. Product: [C:3]([O:7][C:8]([N:10]1[CH2:15][CH2:14][N:13]([C:16]2[CH:17]=[C:18]3[C:22](=[CH:23][CH:24]=2)[NH:21][CH:20]=[C:19]3[S:31][C:25]2[CH:30]=[CH:29][CH:28]=[CH:27][CH:26]=2)[CH2:12][CH2:11]1)=[O:9])([CH3:6])([CH3:4])[CH3:5]. The catalyst class is: 3. (3) Reactant: C[O:2][C:3]([C:5]1[CH:14]=[CH:13][C:12]2[C:7](=[CH:8][CH:9]=[C:10]([CH:15]3[CH2:17][CH2:16]3)[CH:11]=2)[CH:6]=1)=[O:4].[OH-].[Li+].Cl. The catalyst class is: 738. Product: [CH:15]1([C:10]2[CH:11]=[C:12]3[C:7](=[CH:8][CH:9]=2)[CH:6]=[C:5]([C:3]([OH:4])=[O:2])[CH:14]=[CH:13]3)[CH2:16][CH2:17]1. (4) Reactant: Br[C:2]1[CH:11]=[C:10]2[C:5]([CH2:6][CH2:7][CH2:8][C:9]2=[O:12])=[CH:4][CH:3]=1.B(O)O.P([O-])([O-])([O-])=O.[K+].[K+].[K+].C1(P([CH:37]2[CH2:42][CH2:41]CCC2)C2CCCCC2)CCCCC1. Product: [CH:41]1([C:2]2[CH:11]=[C:10]3[C:5]([CH2:6][CH2:7][CH2:8][C:9]3=[O:12])=[CH:4][CH:3]=2)[CH2:42][CH2:37]1. The catalyst class is: 493. (5) Reactant: C([O:4][C@@H:5]1[C@@H:13]([C@@:14]2([CH3:47])[CH2:19][CH2:18][C@H:17]([O:20][Si:21]([C:34]([CH3:37])([CH3:36])[CH3:35])([C:28]3[CH:33]=[CH:32][CH:31]=[CH:30][CH:29]=3)[C:22]3[CH:27]=[CH:26][CH:25]=[CH:24][CH:23]=3)[CH2:16][C@@H:15]2[CH2:38][CH2:39][O:40][C:41]2[N:46]=[CH:45][CH:44]=[CH:43][N:42]=2)[CH2:12][CH2:11][C@@:10]2([CH3:48])[C@H:6]1[CH2:7][CH2:8][C:9]2=[CH2:49])(=O)C.[H-].[H-].[H-].[H-].[Li+].[Al+3]. Product: [Si:21]([O:20][C@H:17]1[CH2:18][CH2:19][C@@:14]([C@H:13]2[CH2:12][CH2:11][C@@:10]3([CH3:48])[C@@H:6]([CH2:7][CH2:8][C:9]3=[CH2:49])[C@@H:5]2[OH:4])([CH3:47])[C@@H:15]([CH2:38][CH2:39][O:40][C:41]2[N:42]=[CH:43][CH:44]=[CH:45][N:46]=2)[CH2:16]1)([C:34]([CH3:36])([CH3:37])[CH3:35])([C:28]1[CH:33]=[CH:32][CH:31]=[CH:30][CH:29]=1)[C:22]1[CH:27]=[CH:26][CH:25]=[CH:24][CH:23]=1. The catalyst class is: 1. (6) Reactant: [N:1]1([C:6]2[CH:7]=[CH:8][C:9](/[N:21]=[CH:22]/[C:23]3[CH:28]=[C:27]([O:29][CH3:30])[C:26]([O:31][CH3:32])=[C:25]([O:33][CH3:34])[CH:24]=3)=[C:10]([NH:12][C:13](=[O:20])[C:14]3[CH:19]=[CH:18][CH:17]=[CH:16][CH:15]=3)[CH:11]=2)[CH2:5][CH2:4][CH2:3][CH2:2]1.[BH4-].[Na+]. Product: [N:1]1([C:6]2[CH:7]=[CH:8][C:9]([NH:21][CH2:22][C:23]3[CH:28]=[C:27]([O:29][CH3:30])[C:26]([O:31][CH3:32])=[C:25]([O:33][CH3:34])[CH:24]=3)=[C:10]([NH:12][C:13](=[O:20])[C:14]3[CH:15]=[CH:16][CH:17]=[CH:18][CH:19]=3)[CH:11]=2)[CH2:5][CH2:4][CH2:3][CH2:2]1. The catalyst class is: 5.